This data is from Reaction yield outcomes from USPTO patents with 853,638 reactions. The task is: Predict the reaction yield, written as a fraction of the theoretical maximum amount of product (1.0 means a 100% yield; for example, 0.34 means a 34% yield). (1) The reactants are [C:1]([O:5][C:6]([N:8]1[CH2:13][CH2:12][CH:11]([N:14]2[C:18]3=[N:19][CH:20]=[N:21][C:22](Cl)=[C:17]3[CH:16]=[N:15]2)[CH2:10][CH2:9]1)=[O:7])([CH3:4])([CH3:3])[CH3:2].[NH:24]1[C:28]2=[N:29][CH:30]=[C:31]([OH:33])[CH:32]=[C:27]2[CH:26]=[CH:25]1.C(=O)([O-])[O-].[K+].[K+].C(OCC)(=O)C. The catalyst is CN(C)C=O.O. The product is [C:1]([O:5][C:6]([N:8]1[CH2:13][CH2:12][CH:11]([N:14]2[C:18]3=[N:19][CH:20]=[N:21][C:22]([O:33][C:31]4[CH:32]=[C:27]5[CH:26]=[CH:25][NH:24][C:28]5=[N:29][CH:30]=4)=[C:17]3[CH:16]=[N:15]2)[CH2:10][CH2:9]1)=[O:7])([CH3:4])([CH3:3])[CH3:2]. The yield is 0.330. (2) The reactants are CC1(C)COB(B2OCC(C)(C)CO2)OC1.C([O-])(=O)C.[K+].Br[C:23]1[CH:28]=[CH:27][C:26]([C:29]2([OH:33])[CH2:32][CH2:31][CH2:30]2)=[CH:25][CH:24]=1.Br[C:35]1[C:36]([F:47])=[C:37]2[C:41](=[CH:42][C:43]=1[F:44])[NH:40][CH:39]=[C:38]2[CH:45]=[O:46].C(=O)([O-])[O-].[K+].[K+]. The catalyst is O1CCOCC1.C1C=CC(P(C2C=CC=CC=2)[C-]2C=CC=C2)=CC=1.C1C=CC(P(C2C=CC=CC=2)[C-]2C=CC=C2)=CC=1.Cl[Pd]Cl.[Fe+2].CCO.C1(C)C=CC=CC=1. The product is [F:47][C:36]1[C:35]([C:23]2[CH:28]=[CH:27][C:26]([C:29]3([OH:33])[CH2:32][CH2:31][CH2:30]3)=[CH:25][CH:24]=2)=[C:43]([F:44])[CH:42]=[C:41]2[C:37]=1[C:38]([CH:45]=[O:46])=[CH:39][NH:40]2. The yield is 0.650. (3) The reactants are [OH:1][C:2]1[N:3]=[C:4]([C:11]2[C:12]([CH3:20])=[N:13][N:14]3[CH:19]=[CH:18][CH:17]=[CH:16][C:15]=23)[S:5][C:6]=1[C:7]([O:9][CH3:10])=[O:8].C(=O)([O-])[O-].[K+].[K+].Br[CH2:28][CH:29]=[CH2:30].O. The catalyst is CN(C)C=O.C(OCC)(=O)C. The product is [CH3:20][C:12]1[C:11]([C:4]2[S:5][C:6]([C:7]([O:9][CH3:10])=[O:8])=[C:2]([O:1][CH2:30][CH:29]=[CH2:28])[N:3]=2)=[C:15]2[CH:16]=[CH:17][CH:18]=[CH:19][N:14]2[N:13]=1. The yield is 0.670. (4) The reactants are [NH2:1][C:2]1[CH:7]=[C:6]([Cl:8])[CH:5]=[CH:4][C:3]=1[OH:9].[OH-].[K+].[C:12](=S)=[S:13]. The catalyst is CCO. The product is [Cl:8][C:6]1[CH:5]=[CH:4][C:3]2[O:9][C:12](=[S:13])[NH:1][C:2]=2[CH:7]=1. The yield is 0.890. (5) The reactants are [F:1][C:2]1[CH:3]=[C:4]([OH:11])[CH:5]=[CH:6][C:7]=1[N+:8]([O-:10])=[O:9].[C:12](=O)([O-])[O-].[K+].[K+].CI.ClCCl. The catalyst is CC(C)=O. The product is [F:1][C:2]1[CH:3]=[C:4]([O:11][CH3:12])[CH:5]=[CH:6][C:7]=1[N+:8]([O-:10])=[O:9]. The yield is 0.980. (6) The reactants are [Cl:1][C:2]1[CH:3]=[CH:4][C:5]([CH:8]([OH:15])C2C=CC=CC=2)=[N:6][CH:7]=1.Cl[C:17]1[CH:22]=[CH:21][N+:20]([O-:23])=[CH:19][CH:18]=1. No catalyst specified. The product is [Cl:1][C:2]1[CH:3]=[CH:4][C:5]([CH2:8][O:15][C:17]2[CH:22]=[CH:21][N+:20]([O-:23])=[CH:19][CH:18]=2)=[N:6][CH:7]=1. The yield is 0.400. (7) The reactants are [Br:1][C:2]1[CH:9]=[CH:8][C:5]([CH:6]=[O:7])=[CH:4][CH:3]=1.[C:10]([Mg]Br)#[C:11][CH3:12].C1COCC1. No catalyst specified. The product is [Br:1][C:2]1[CH:9]=[CH:8][C:5]([C:6](=[O:7])[C:10]#[C:11][CH3:12])=[CH:4][CH:3]=1. The yield is 0.830. (8) The reactants are [O:1]1[CH2:3][CH:2]1[CH2:4][O:5][C:6]1[CH:7]=[C:8]([CH:11]=[CH:12][CH:13]=1)[CH:9]=O.[CH:14]1([NH2:19])[CH2:18][CH2:17][CH2:16][CH2:15]1.[BH4-].[Na+]. The catalyst is CO. The product is [O:1]1[CH2:3][CH:2]1[CH2:4][O:5][C:6]1[CH:7]=[C:8]([CH:11]=[CH:12][CH:13]=1)[CH2:9][NH:19][CH:14]1[CH2:18][CH2:17][CH2:16][CH2:15]1. The yield is 0.790. (9) The reactants are N1CCCCC1.[C:7](/[C:9](=[N:13]/OS(C1C=CC(C)=CC=1)(=O)=O)/[C:10]([NH2:12])=[O:11])#[N:8].[SH:25][CH2:26][C:27]([O:29][CH2:30][CH3:31])=[O:28]. The catalyst is C(O)C. The product is [NH2:8][C:7]1[C:9]([C:10](=[O:11])[NH2:12])=[N:13][S:25][C:26]=1[C:27]([O:29][CH2:30][CH3:31])=[O:28]. The yield is 0.580. (10) The reactants are [CH3:1][C@@:2]12[C:18](=[O:19])[CH2:17][CH2:16][C@H:15]1[CH2:14][C@@H:13]1[C@H:4]([CH2:5][CH2:6][C@@H:7]3[C@H:12]1[CH2:11][CH2:10][C:9](=[O:20])[CH2:8]3)[CH2:3]2.C(O[AlH-](OC(C)(C)C)OC(C)(C)C)(C)(C)C.[Li+].Cl. The catalyst is C1COCC1. The product is [OH:20][C@@H:9]1[CH2:8][C@H:7]2[C@H:12]([C@H:13]3[C@H:4]([CH2:5][CH2:6]2)[CH2:3][C@:2]2([CH3:1])[C:18](=[O:19])[CH2:17][CH2:16][C@H:15]2[CH2:14]3)[CH2:11][CH2:10]1. The yield is 0.560.